From a dataset of Forward reaction prediction with 1.9M reactions from USPTO patents (1976-2016). Predict the product of the given reaction. (1) Given the reactants [Si](OCC1C=CC(N)=C(Cl)C=1)(C(C)(C)C)(C)C.C(Cl)(=O)C=C.C(N(CC)C(C)C)C.[Si:31]([O:38][CH2:39][C:40]1[C:45](OC)=[CH:44][C:43]([NH:48][C:49](=[O:52])[CH:50]=[CH2:51])=[C:42]([Cl:53])[CH:41]=1)([C:34]([CH3:37])([CH3:36])[CH3:35])([CH3:33])[CH3:32], predict the reaction product. The product is: [Si:31]([O:38][CH2:39][C:40]1[CH:45]=[CH:44][C:43]([NH:48][C:49](=[O:52])[CH:50]=[CH2:51])=[C:42]([Cl:53])[CH:41]=1)([C:34]([CH3:37])([CH3:36])[CH3:35])([CH3:33])[CH3:32]. (2) Given the reactants [C:1]([O:5][C:6](=[O:24])[NH:7][CH:8]([C:18]1[CH:23]=[CH:22][CH:21]=[CH:20][CH:19]=1)[CH2:9][NH:10][C:11]1[CH:16]=[C:15](Cl)[N:14]=[CH:13][N:12]=1)([CH3:4])([CH3:3])[CH3:2].[F:25][C:26]1[CH:27]=[C:28](B(O)O)[CH:29]=[CH:30][C:31]=1[C:32]([F:35])([F:34])[F:33].[O-]P([O-])([O-])=O.[K+].[K+].[K+], predict the reaction product. The product is: [C:1]([O:5][C:6](=[O:24])[NH:7][C@H:8]([C:18]1[CH:23]=[CH:22][CH:21]=[CH:20][CH:19]=1)[CH2:9][NH:10][C:11]1[CH:16]=[C:15]([C:28]2[CH:29]=[CH:30][C:31]([C:32]([F:34])([F:35])[F:33])=[C:26]([F:25])[CH:27]=2)[N:14]=[CH:13][N:12]=1)([CH3:4])([CH3:3])[CH3:2]. (3) Given the reactants N1C=CC=C(CN)C=1.[CH3:9][C:10]1[CH:14]=[C:13]([CH2:15][NH2:16])[NH:12][N:11]=1.[F:17][C:18]1[CH:39]=[CH:38][C:21]([CH2:22][N:23]2[CH2:27][CH2:26][N:25]([C:28]3[S:29][C:30]([C:34](O)=[O:35])=[C:31]([CH3:33])[N:32]=3)[C:24]2=[O:37])=[CH:20][CH:19]=1, predict the reaction product. The product is: [F:17][C:18]1[CH:39]=[CH:38][C:21]([CH2:22][N:23]2[CH2:27][CH2:26][N:25]([C:28]3[S:29][C:30]([C:34]([NH:16][CH2:15][C:13]4[NH:12][N:11]=[C:10]([CH3:9])[CH:14]=4)=[O:35])=[C:31]([CH3:33])[N:32]=3)[C:24]2=[O:37])=[CH:20][CH:19]=1. (4) Given the reactants [F:1][C:2]([F:13])([F:12])[C:3]([O:5][C:6](=[O:11])[C:7]([F:10])([F:9])[F:8])=[O:4].C(N(CC)CC)C.Cl.[O:22]1[C:27]2([CH2:32][CH2:31][N:30](C(OC(C)(C)C)=O)[CH2:29][CH2:28]2)[CH2:26][NH:25][CH2:24][CH2:23]1.O, predict the reaction product. The product is: [F:1][C:2]([F:13])([F:12])[C:3]([OH:5])=[O:4].[F:10][C:7]([F:8])([F:9])[C:6]([N:25]1[CH2:26][C:27]2([CH2:32][CH2:31][NH:30][CH2:29][CH2:28]2)[O:22][CH2:23][CH2:24]1)=[O:11]. (5) Given the reactants [C:1]([N:9]1[CH2:22][CH2:21][C:20]2[C:19]3[CH:18]=[C:17](Br)[CH:16]=[CH:15][C:14]=3[NH:13][C:12]=2[CH2:11][CH2:10]1)(=[O:8])[C:2]1[CH:7]=[CH:6][CH:5]=[CH:4][CH:3]=1.N#N.[CH3:26][O:27][C:28]1[CH:33]=[CH:32][C:31](B2OB([C:31]3[CH:32]=[CH:33][C:28]([O:27][CH3:26])=[CH:29][C:30]=3[CH3:58])OB([C:31]3[CH:32]=[CH:33][C:28]([O:27][CH3:26])=[CH:29][C:30]=3[CH3:58])O2)=[C:30]([CH3:58])[CH:29]=1.C([O-])([O-])=O.[Na+].[Na+], predict the reaction product. The product is: [C:1]([N:9]1[CH2:22][CH2:21][C:20]2[C:19]3[CH:18]=[C:17]([C:31]4[CH:32]=[CH:33][C:28]([O:27][CH3:26])=[CH:29][C:30]=4[CH3:58])[CH:16]=[CH:15][C:14]=3[NH:13][C:12]=2[CH2:11][CH2:10]1)(=[O:8])[C:2]1[CH:7]=[CH:6][CH:5]=[CH:4][CH:3]=1. (6) Given the reactants O[C:2]1[C:10]([O:11][C:12]([F:15])([F:14])[F:13])=[CH:9][CH:8]=[CH:7][C:3]=1C(O)=O.I[CH2:17][CH3:18].C(=O)([O-])[O-:20].[Cs+].[Cs+].[C:25]([O:28][CH2:29]C)(=[O:27])C, predict the reaction product. The product is: [CH3:29][O:28][C:25](=[O:27])[C:7]1[CH:8]=[CH:9][C:10]([O:11][C:12]([F:13])([F:14])[F:15])=[CH:2][C:3]=1[O:20][CH2:17][CH3:18]. (7) The product is: [CH2:1]([C:5]1[N:6]([CH2:15][C:16]2[CH:17]=[CH:18][C:19]([C:22]3[C:23]([C:28]#[N:29])=[CH:24][CH:25]=[CH:26][CH:27]=3)=[CH:20][CH:21]=2)[C:7](=[O:14])[C:8]([CH:12]([OH:13])[C:30]2[CH:35]=[CH:34][CH:33]=[CH:32][CH:31]=2)=[C:9]([CH3:11])[N:10]=1)[CH2:2][CH2:3][CH3:4]. Given the reactants [CH2:1]([C:5]1[N:6]([CH2:15][C:16]2[CH:21]=[CH:20][C:19]([C:22]3[C:23]([C:28]#[N:29])=[CH:24][CH:25]=[CH:26][CH:27]=3)=[CH:18][CH:17]=2)[C:7](=[O:14])[C:8]([CH:12]=[O:13])=[C:9]([CH3:11])[N:10]=1)[CH2:2][CH2:3][CH3:4].[C:30]1([Mg]Br)[CH:35]=[CH:34][CH:33]=[CH:32][CH:31]=1.[Cl-].[NH4+], predict the reaction product. (8) Given the reactants [CH:1]1[C:13]2[CH2:12][C:11]3[C:6](=[CH:7][CH:8]=[CH:9][CH:10]=3)[C:5]=2[CH:4]=[CH:3][CH:2]=1.[Cl-].[Al+3].[Cl-].[Cl-].[C:18](Cl)(=[O:20])[CH3:19].Cl, predict the reaction product. The product is: [C:18]([C:9]1[CH:8]=[CH:7][C:6]2[C:5]3[C:13](=[CH:1][CH:2]=[CH:3][CH:4]=3)[CH2:12][C:11]=2[CH:10]=1)(=[O:20])[CH3:19]. (9) Given the reactants [O:1]1[C:5]2[CH:6]=[CH:7][C:8]([CH2:10][C:11]3[NH:19][C:18]4[C:13](=[N:14][C:15]([F:21])=[N:16][C:17]=4[NH2:20])[N:12]=3)=[CH:9][C:4]=2[O:3][CH2:2]1.C1C(=O)N([Cl:29])C(=O)C1, predict the reaction product. The product is: [F:21][C:15]1[N:14]=[C:13]2[C:18]([NH:19][C:11]([CH2:10][C:8]3[C:7]([Cl:29])=[CH:6][C:5]4[O:1][CH2:2][O:3][C:4]=4[CH:9]=3)=[N:12]2)=[C:17]([NH2:20])[N:16]=1.